Dataset: Forward reaction prediction with 1.9M reactions from USPTO patents (1976-2016). Task: Predict the product of the given reaction. (1) Given the reactants [CH3:1][N:2]1[C:7](=[O:8])[CH:6]=[CH:5][C:4]([C:9](=[O:28])[CH2:10][CH:11]([C:19]2[CH:27]=[CH:26][C:22]([C:23](O)=[O:24])=[CH:21][CH:20]=2)[C:12]2[CH:17]=[CH:16][CH:15]=[CH:14][C:13]=2[CH3:18])=[CH:3]1.Cl.[CH3:30][O:31][C:32](=[O:37])[CH2:33][CH2:34][CH2:35][NH2:36].CN([P+](ON1N=NC2C=CC=CC1=2)(N(C)C)N(C)C)C.F[P-](F)(F)(F)(F)F, predict the reaction product. The product is: [CH3:30][O:31][C:32](=[O:37])[CH2:33][CH2:34][CH2:35][NH:36][C:23](=[O:24])[C:22]1[CH:26]=[CH:27][C:19]([CH:11]([C:12]2[CH:17]=[CH:16][CH:15]=[CH:14][C:13]=2[CH3:18])[CH2:10][C:9]([C:4]2[CH:5]=[CH:6][C:7](=[O:8])[N:2]([CH3:1])[CH:3]=2)=[O:28])=[CH:20][CH:21]=1. (2) Given the reactants [Cl:1][C:2]1[C:3]([F:33])=[C:4]([CH:8]2[C:12]([C:15]3[CH:20]=[CH:19][C:18]([Cl:21])=[CH:17][C:16]=3[F:22])([C:13]#[N:14])[CH:11]([CH2:23][C:24]([CH3:29])([CH3:28])[CH2:25][CH2:26][OH:27])[NH:10][CH:9]2[C:30]([OH:32])=O)[CH:5]=[CH:6][CH:7]=1.[NH2:34][C:35]1[CH:39]=[CH:38][N:37]([CH2:40][C:41]([CH3:44])([OH:43])[CH3:42])[N:36]=1.CN(C(ON1N=NC2C=CC=NC1=2)=[N+](C)C)C.F[P-](F)(F)(F)(F)F.CCN(C(C)C)C(C)C, predict the reaction product. The product is: [OH:43][C:41]([CH3:44])([CH3:42])[CH2:40][N:37]1[CH:38]=[CH:39][C:35]([NH:34][C:30]([CH:9]2[CH:8]([C:4]3[CH:5]=[CH:6][CH:7]=[C:2]([Cl:1])[C:3]=3[F:33])[C:12]([C:15]3[CH:20]=[CH:19][C:18]([Cl:21])=[CH:17][C:16]=3[F:22])([C:13]#[N:14])[CH:11]([CH2:23][C:24]([CH3:29])([CH3:28])[CH2:25][CH2:26][OH:27])[NH:10]2)=[O:32])=[N:36]1.